Predict which catalyst facilitates the given reaction. From a dataset of Catalyst prediction with 721,799 reactions and 888 catalyst types from USPTO. (1) Reactant: [CH2:1]([O:3][C:4]([C:6]1[N:7]([CH2:23][O:24][CH3:25])[C:8]2[C:13]([CH:14]=1)=[CH:12][CH:11]=[C:10]([O:15]CC1C=CC=CC=1)[CH:9]=2)=[O:5])[CH3:2]. Product: [CH2:1]([O:3][C:4]([C:6]1[N:7]([CH2:23][O:24][CH3:25])[C:8]2[C:13]([CH:14]=1)=[CH:12][CH:11]=[C:10]([OH:15])[CH:9]=2)=[O:5])[CH3:2]. The catalyst class is: 50. (2) Reactant: [C:1]([O:5][C:6]([N:8]1[CH2:13][CH2:12][CH:11]([CH2:14][C:15]([OH:17])=O)[CH2:10][CH2:9]1)=[O:7])([CH3:4])([CH3:3])[CH3:2].C(N1C=CN=C1)(N1C=CN=C1)=O.[K].[C:31]([O:37][CH2:38][CH3:39])(=[O:36])[CH2:32]C([O-])=O.[Cl-].[Mg+2].[Cl-].Cl. Product: [C:1]([O:5][C:6]([N:8]1[CH2:9][CH2:10][CH:11]([CH2:14][C:15](=[O:17])[CH2:32][C:31]([O:37][CH2:38][CH3:39])=[O:36])[CH2:12][CH2:13]1)=[O:7])([CH3:2])([CH3:3])[CH3:4]. The catalyst class is: 1.